This data is from Forward reaction prediction with 1.9M reactions from USPTO patents (1976-2016). The task is: Predict the product of the given reaction. (1) The product is: [F:19][C:20]1[CH:21]=[CH:22][C:23]([S:26]([N:29]([CH:30]([CH3:32])[CH3:31])[CH2:33][C:34]([NH:16][CH2:15][C:11]2[CH:10]=[C:9]([C:6]3[CH:7]=[N:8][C:3]([C:2]([F:1])([F:17])[F:18])=[CH:4][CH:5]=3)[CH:14]=[CH:13][N:12]=2)=[O:35])(=[O:27])=[O:28])=[CH:24][CH:25]=1. Given the reactants [F:1][C:2]([F:18])([F:17])[C:3]1[N:8]=[CH:7][C:6]([C:9]2[CH:14]=[CH:13][N:12]=[C:11]([CH2:15][NH2:16])[CH:10]=2)=[CH:5][CH:4]=1.[F:19][C:20]1[CH:25]=[CH:24][C:23]([S:26]([N:29]([CH2:33][C:34](O)=[O:35])[CH:30]([CH3:32])[CH3:31])(=[O:28])=[O:27])=[CH:22][CH:21]=1.CN(C(ON1N=NC2C=CC=NC1=2)=[N+](C)C)C.F[P-](F)(F)(F)(F)F.C(N(CC)C(C)C)(C)C.OS([O-])(=O)=O.[K+], predict the reaction product. (2) The product is: [Cl:1][C:2]1[CH:33]=[CH:32][CH:31]=[CH:30][C:3]=1[CH2:4][N:5]([CH3:29])[C:6]([C:8]1[N:9]=[N:10][N:11]([CH2:14][C:15]2[CH:20]=[C:19]([C:21]([F:24])([F:23])[F:22])[CH:18]=[C:17]([C:25]([F:27])([F:26])[F:28])[CH:16]=2)[C:12]=1[S:40][C:34]1[CH:39]=[CH:38][CH:37]=[CH:36][CH:35]=1)=[O:7]. Given the reactants [Cl:1][C:2]1[CH:33]=[CH:32][CH:31]=[CH:30][C:3]=1[CH2:4][N:5]([CH3:29])[C:6]([C:8]1[N:9]=[N:10][N:11]([CH2:14][C:15]2[CH:20]=[C:19]([C:21]([F:24])([F:23])[F:22])[CH:18]=[C:17]([C:25]([F:28])([F:27])[F:26])[CH:16]=2)[C:12]=1Cl)=[O:7].[C:34]1([SH:40])[CH:39]=[CH:38][CH:37]=[CH:36][CH:35]=1, predict the reaction product. (3) Given the reactants C[Al](C)C.[CH3:5][C@H:6]1[NH:11][C@@H:10]([CH3:12])[CH2:9][N:8]([C:13]2[S:17][C:16]([C:18]([O:20]CC)=O)=[CH:15][CH:14]=2)[CH2:7]1.Cl.[CH3:24][O:25][C:26]1[CH:27]=[C:28]([CH2:34][O:35][C:36]2[CH:37]=[C:38]([NH2:41])[NH:39][N:40]=2)[CH:29]=[C:30]([O:32][CH3:33])[CH:31]=1.C(C(C(C([O-])=O)O)O)([O-])=O.[Na+].[K+], predict the reaction product. The product is: [CH3:33][O:32][C:30]1[CH:29]=[C:28]([CH2:34][O:35][C:36]2[CH:37]=[C:38]([NH:41][C:18]([C:16]3[S:17][C:13]([N:8]4[CH2:9][C@@H:10]([CH3:12])[NH:11][C@@H:6]([CH3:5])[CH2:7]4)=[CH:14][CH:15]=3)=[O:20])[NH:39][N:40]=2)[CH:27]=[C:26]([O:25][CH3:24])[CH:31]=1. (4) Given the reactants [CH3:1][O:2][C:3](=[O:32])[CH2:4][C@H:5]1[C:9]2[CH:10]=[CH:11][C:12]([O:14][C@H:15]3[C:23]4[C:18](=[C:19]([C:25]5[C:26](Br)=[N:27][CH:28]=[CH:29][CH:30]=5)[CH:20]=[CH:21][C:22]=4[F:24])[CH2:17][CH2:16]3)=[CH:13][C:8]=2[O:7][CH2:6]1.[CH3:33][C:34]1[CH:39]=[CH:38][CH:37]=[C:36]([CH3:40])[C:35]=1B(O)O.BrC1C=CC(F)=C2C=1CC[C@H]2OC1C=CC2[C@H](CC(OC)=O)COC=2C=1, predict the reaction product. The product is: [CH3:1][O:2][C:3](=[O:32])[CH2:4][C@H:5]1[C:9]2[CH:10]=[CH:11][C:12]([O:14][C@H:15]3[C:23]4[C:18](=[C:19]([C:25]5[C:26]([C:35]6[C:36]([CH3:40])=[CH:37][CH:38]=[CH:39][C:34]=6[CH3:33])=[N:27][CH:28]=[CH:29][CH:30]=5)[CH:20]=[CH:21][C:22]=4[F:24])[CH2:17][CH2:16]3)=[CH:13][C:8]=2[O:7][CH2:6]1. (5) Given the reactants [Cl:1][C:2]1[C:12]2[CH2:11][CH2:10][N:9]([C:13](=[O:18])[C:14]([F:17])([F:16])[F:15])[CH2:8][CH2:7][C:6]=2[CH:5]=[C:4]([N+:19]([O-])=O)[CH:3]=1.OO.C1(C)C=CC=CC=1, predict the reaction product. The product is: [NH2:19][C:4]1[CH:3]=[C:2]([Cl:1])[C:12]2[CH2:11][CH2:10][N:9]([C:13](=[O:18])[C:14]([F:17])([F:15])[F:16])[CH2:8][CH2:7][C:6]=2[CH:5]=1. (6) Given the reactants [CH2:1]([O:3][C:4]([CH:6]1[CH2:10][CH2:9][N:8]([C:11](=[O:19])[C:12]2[CH:17]=[CH:16][C:15]([F:18])=[CH:14][CH:13]=2)[CH2:7]1)=[O:5])[CH3:2].C[Si]([N-][Si](C)(C)C)(C)C.[Li+].[I:30][CH2:31]I, predict the reaction product. The product is: [CH2:1]([O:3][C:4]([C:6]1([CH2:31][I:30])[CH2:10][CH2:9][N:8]([C:11](=[O:19])[C:12]2[CH:13]=[CH:14][C:15]([F:18])=[CH:16][CH:17]=2)[CH2:7]1)=[O:5])[CH3:2].